This data is from Catalyst prediction with 721,799 reactions and 888 catalyst types from USPTO. The task is: Predict which catalyst facilitates the given reaction. (1) Reactant: COC1C=CC(C[N:8]2[C:12]3=[N:13][CH:14]=[C:15]([C:17]4[CH:22]=[CH:21][CH:20]=[C:19]([CH2:23][N:24]5[CH2:29][CH2:28][N:27]([CH3:30])[CH2:26][CH2:25]5)[CH:18]=4)[CH:16]=[C:11]3[C:10]([CH3:31])=[N:9]2)=CC=1.FC(F)(F)C(O)=O. The catalyst class is: 22. Product: [CH3:31][C:10]1[C:11]2[C:12](=[N:13][CH:14]=[C:15]([C:17]3[CH:22]=[CH:21][CH:20]=[C:19]([CH2:23][N:24]4[CH2:29][CH2:28][N:27]([CH3:30])[CH2:26][CH2:25]4)[CH:18]=3)[CH:16]=2)[NH:8][N:9]=1. (2) Reactant: [Br:1][C:2]1[CH:3]=[C:4]([NH:8][C:9]2[CH:14]=[CH:13][CH:12]=[CH:11][CH:10]=2)[CH:5]=[CH:6][CH:7]=1.[CH3:15][C:16]([NH:18][CH2:19][CH2:20]C1C2C=C(OC)C=CC=2NC=1)=[O:17]. Product: [Br:1][C:2]1[CH:3]=[C:4]([N:8]([C:9]2[CH:10]=[CH:11][CH:12]=[CH:13][CH:14]=2)[CH2:20][CH2:19][NH:18][C:16](=[O:17])[CH3:15])[CH:5]=[CH:6][CH:7]=1. The catalyst class is: 1. (3) Reactant: [Cl:1][C:2]1[CH:3]=[C:4]([CH2:9][N:10]([CH3:17])[C:11]2[CH2:15][O:14][C:13](=[O:16])[CH:12]=2)[CH:5]=[N:6][C:7]=1[Cl:8].C(N(CC)CC)C.[Cl:25]N1C(=O)CCC1=O. Product: [Cl:25][C:12]1[C:13](=[O:16])[O:14][CH2:15][C:11]=1[N:10]([CH2:9][C:4]1[CH:5]=[N:6][C:7]([Cl:8])=[C:2]([Cl:1])[CH:3]=1)[CH3:17]. The catalyst class is: 10. (4) Reactant: [N:1]([C:4]1[C:9]([F:10])=[CH:8][N:7]=[CH:6][C:5]=1[CH:11]=O)=[N+:2]=[N-:3].[Br:13][C:14]1[CH:19]=[C:18]([Cl:20])[C:17]([NH2:21])=[C:16]([Cl:22])[CH:15]=1.C(N(CC)CC)C. Product: [N:1]([C:4]1[C:9]([F:10])=[CH:8][N:7]=[CH:6][C:5]=1/[CH:11]=[N:21]/[C:17]1[C:18]([Cl:20])=[CH:19][C:14]([Br:13])=[CH:15][C:16]=1[Cl:22])=[N+:2]=[N-:3]. The catalyst class is: 642. (5) Reactant: [CH3:1][C:2]1[N:3]=[C:4]2[CH:9]=[CH:8][C:7]([C:10]3[CH:15]=[CH:14][CH:13]=[CH:12][C:11]=3[C:16]([F:19])([F:18])[F:17])=[N:6][N:5]2[C:20]=1[C:21]([OH:23])=O.CN(C(ON1N=NC2C=CC=NC1=2)=[N+](C)C)C.F[P-](F)(F)(F)(F)F.[Cl:48][C:49]1[CH:50]=[CH:51][C:52]([NH2:55])=[N:53][CH:54]=1.N1C=CC=CC=1. Product: [Cl:48][C:49]1[CH:50]=[CH:51][C:52]([NH:55][C:21]([C:20]2[N:5]3[N:6]=[C:7]([C:10]4[CH:15]=[CH:14][CH:13]=[CH:12][C:11]=4[C:16]([F:18])([F:17])[F:19])[CH:8]=[CH:9][C:4]3=[N:3][C:2]=2[CH3:1])=[O:23])=[N:53][CH:54]=1. The catalyst class is: 47.